Dataset: Forward reaction prediction with 1.9M reactions from USPTO patents (1976-2016). Task: Predict the product of the given reaction. (1) The product is: [Cl:22][C:21]1[CH:20]=[CH:19][CH:18]=[C:17]([Cl:23])[C:16]=1[C:15]([NH:14][CH2:13][CH2:12][S:11][CH2:10][C:6]1[CH:5]=[C:4]([CH:9]=[CH:8][CH:7]=1)[C:3]([OH:25])=[O:2])=[O:24]. Given the reactants C[O:2][C:3](=[O:25])[C:4]1[CH:9]=[CH:8][CH:7]=[C:6]([CH2:10][S:11][CH2:12][CH2:13][NH:14][C:15](=[O:24])[C:16]2[C:21]([Cl:22])=[CH:20][CH:19]=[CH:18][C:17]=2[Cl:23])[CH:5]=1.[Li+].[OH-], predict the reaction product. (2) Given the reactants [N:1]#[C:2][NH2:3].C(OC(=O)[N:10]([CH:23]([CH3:25])[CH3:24])[CH2:11][CH2:12][O:13][C:14]1[CH:19]=[CH:18][C:17]([N:20]=[C:21]=[S:22])=[CH:16][CH:15]=1)(C)(C)C.Br[CH2:28][C:29]([C:31]1[CH:40]=[CH:39][C:34]2[O:35][CH2:36][CH2:37][O:38][C:33]=2[CH:32]=1)=[O:30], predict the reaction product. The product is: [NH2:1][C:2]1[N:3]=[C:21]([NH:20][C:17]2[CH:16]=[CH:15][C:14]([O:13][CH2:12][CH2:11][NH:10][CH:23]([CH3:24])[CH3:25])=[CH:19][CH:18]=2)[S:22][C:28]=1[C:29]([C:31]1[CH:40]=[CH:39][C:34]2[O:35][CH2:36][CH2:37][O:38][C:33]=2[CH:32]=1)=[O:30]. (3) Given the reactants C(OC(=O)C1C=CC(Cl)=C(OC(F)(F)F)C=1)C.C(OC(N[C@@H]1CCN(C[B-](F)(F)F)C1)=O)(C)(C)C.[K+].C(OC(N1CCN(CC2C=CC(C(OCC)=O)=CC=2OC(F)(F)F)CC1)=O)(C)(C)C.C(OC(N1CCN(CC2C=CC(C(O)=O)=CC=2OC(F)(F)F)CC1)=O)(C)(C)C.C(OC([N:102]1[CH2:107][CH2:106][N:105]([CH2:108][C:109]2[CH:114]=[CH:113][C:112]([C:115](=[O:130])[NH:116][CH2:117][C:118]3[CH:123]=[C:122]([Cl:124])[CH:121]=[CH:120][C:119]=3[S:125]([CH2:128][CH3:129])(=[O:127])=[O:126])=[CH:111][C:110]=2[O:131][C:132]([F:135])([F:134])[F:133])[CH2:104][CH2:103]1)=O)(C)(C)C.COC1C=CC=C(OC)C=1C1C=CC=CC=1P(C1CCCCC1)C1CCCCC1, predict the reaction product. The product is: [NH2:102][C@@H:107]1[CH2:103][CH2:104][N:105]([CH2:108][C:109]2[CH:114]=[CH:113][C:112]([C:115]([NH:116][CH2:117][C:118]3[CH:123]=[C:122]([Cl:124])[CH:121]=[CH:120][C:119]=3[S:125]([CH2:128][CH3:129])(=[O:127])=[O:126])=[O:130])=[CH:111][C:110]=2[O:131][C:132]([F:133])([F:134])[F:135])[CH2:106]1. (4) Given the reactants [CH:1]([C:3]1[S:7][C:6]([C:8]2[CH:16]=[CH:15][C:11]([C:12]([OH:14])=O)=[CH:10][CH:9]=2)=[CH:5][CH:4]=1)=[O:2].FC(F)(F)C(OC1C(F)=C(F)C(F)=C(F)C=1F)=O.[NH2:35][CH2:36][CH:37]([OH:39])[CH3:38].Cl, predict the reaction product. The product is: [CH:1]([C:3]1[S:7][C:6]([C:8]2[CH:9]=[CH:10][C:11]([C:12]([NH:35][CH2:36][CH:37]([OH:39])[CH3:38])=[O:14])=[CH:15][CH:16]=2)=[CH:5][CH:4]=1)=[O:2]. (5) Given the reactants C([O:8][C:9]1[C:18]([O:19][CH3:20])=[C:17]2[C:12]([C:13](=[O:31])[C:14]([C:24]3[CH:29]=[CH:28][C:27]([Cl:30])=[CH:26][CH:25]=3)=[C:15]([CH:21]([CH3:23])[CH3:22])[O:16]2)=[CH:11][CH:10]=1)C1C=CC=CC=1, predict the reaction product. The product is: [Cl:30][C:27]1[CH:26]=[CH:25][C:24]([C:14]2[C:13](=[O:31])[C:12]3[C:17](=[C:18]([O:19][CH3:20])[C:9]([OH:8])=[CH:10][CH:11]=3)[O:16][C:15]=2[CH:21]([CH3:23])[CH3:22])=[CH:29][CH:28]=1.